Dataset: Forward reaction prediction with 1.9M reactions from USPTO patents (1976-2016). Task: Predict the product of the given reaction. (1) Given the reactants [CH2:1]([O:3][CH2:4][CH2:5][O:6][C:7]1[CH:12]=[C:11]([CH3:13])[C:10]([C:14]2[CH:19]=[CH:18][CH:17]=[C:16]([CH2:20][NH:21][C:22]3[CH:27]=[CH:26][C:25]([CH2:28][CH2:29][C:30]([OH:32])=[O:31])=[C:24]([F:33])[CH:23]=3)[CH:15]=2)=[C:9]([CH3:34])[CH:8]=1)[CH3:2].O.[C:36]1([S:42]([OH:45])(=[O:44])=[O:43])[CH:41]=[CH:40][CH:39]=[CH:38][CH:37]=1, predict the reaction product. The product is: [C:36]1([S:42]([OH:45])(=[O:44])=[O:43])[CH:41]=[CH:40][CH:39]=[CH:38][CH:37]=1.[CH2:1]([O:3][CH2:4][CH2:5][O:6][C:7]1[CH:12]=[C:11]([CH3:13])[C:10]([C:14]2[CH:19]=[CH:18][CH:17]=[C:16]([CH2:20][NH:21][C:22]3[CH:27]=[CH:26][C:25]([CH2:28][CH2:29][C:30]([OH:32])=[O:31])=[C:24]([F:33])[CH:23]=3)[CH:15]=2)=[C:9]([CH3:34])[CH:8]=1)[CH3:2]. (2) Given the reactants [OH:1]OS([O-])=O.[K+].[CH2:7]([S:9][C:10]1[N:11]([C:21]2[CH:26]=[CH:25][C:24]([O:27][CH2:28][C:29]([F:35])([F:34])[C:30]([F:33])([F:32])[F:31])=[CH:23][CH:22]=2)[C:12](=[O:20])[C:13]2[CH2:18][C:17](=[O:19])[NH:16][C:14]=2[N:15]=1)[CH3:8].CO, predict the reaction product. The product is: [CH2:7]([S:9]([C:10]1[N:11]([C:21]2[CH:22]=[CH:23][C:24]([O:27][CH2:28][C:29]([F:34])([F:35])[C:30]([F:31])([F:32])[F:33])=[CH:25][CH:26]=2)[C:12](=[O:20])[C:13]2[CH2:18][C:17](=[O:19])[NH:16][C:14]=2[N:15]=1)=[O:1])[CH3:8]. (3) Given the reactants [OH:1][CH2:2][C:3]1[CH:8]=[CH:7][C:6]([NH:9][S:10]([C:13]2[CH:18]=[CH:17][CH:16]=[CH:15][N:14]=2)(=[O:12])=[O:11])=[CH:5][CH:4]=1.N1C=CC=CC=1.CC(OI1(OC(C)=O)(OC(C)=O)OC(=O)C2C=CC=CC1=2)=O, predict the reaction product. The product is: [CH:2]([C:3]1[CH:4]=[CH:5][C:6]([NH:9][S:10]([C:13]2[CH:18]=[CH:17][CH:16]=[CH:15][N:14]=2)(=[O:12])=[O:11])=[CH:7][CH:8]=1)=[O:1]. (4) Given the reactants [CH:1]1[C:6]([C:7]2[CH:12]=[CH:11][C:10]3[C:13]([O:15][C:16](=[O:17])[C:9]=3[CH:8]=2)=[O:14])=[CH:5][C:4]2[C:18]([O:20][C:21](=[O:22])[C:3]=2[CH:2]=1)=[O:19].C1(C2C=CC(C(O)=O)=C(C(O)=O)C=2)C=CC(C(O)=O)=C(C(O)=O)C=1, predict the reaction product. The product is: [CH:12]1[C:7]2[C:6]3[CH:1]=[CH:2][C:3]4[C:21]([O:20][C:18](=[O:19])[C:10](=[C:9]([C:16](=[O:17])[O:15][C:13](=[O:14])[C:4]=4[CH:5]=3)[CH:8]=2)[CH:11]=1)=[O:22]. (5) The product is: [CH3:1][O:2][C:3]1[CH:4]=[CH:5][C:6]2[N:11]=[CH:10][C:9](=[O:12])[N:8]([CH2:13][CH2:14][N:17]3[CH2:22][CH2:21][CH2:20][C@@H:19]([CH2:23][NH:24][C:25](=[O:34])[O:26][CH2:27][C:28]4[CH:33]=[CH:32][CH:31]=[CH:30][CH:29]=4)[CH2:18]3)[C:7]=2[N:16]=1. Given the reactants [CH3:1][O:2][C:3]1[CH:4]=[CH:5][C:6]2[N:11]=[CH:10][C:9](=[O:12])[N:8]([CH2:13][CH:14]=O)[C:7]=2[N:16]=1.[NH:17]1[CH2:22][CH2:21][CH2:20][C@@H:19]([CH2:23][NH:24][C:25](=[O:34])[O:26][CH2:27][C:28]2[CH:33]=[CH:32][CH:31]=[CH:30][CH:29]=2)[CH2:18]1.[O-]S([O-])(=O)=O.[Na+].[Na+].[BH-](OC(C)=O)(OC(C)=O)OC(C)=O.[Na+], predict the reaction product.